From a dataset of Reaction yield outcomes from USPTO patents with 853,638 reactions. Predict the reaction yield, written as a fraction of the theoretical maximum amount of product (1.0 means a 100% yield; for example, 0.34 means a 34% yield). (1) The reactants are C[Al](C)C.[NH2:5][C:6]1[NH:10][N:9]=[C:8]([CH2:11][CH2:12][C:13]2[CH:14]=[C:15]([CH:20]=[CH:21][CH:22]=2)[C:16]([NH:18][CH3:19])=[O:17])[CH:7]=1.[CH3:23][N:24]1[CH2:29][CH2:28][N:27]([C:30]2[CH:39]=[CH:38][C:33]([C:34](OC)=[O:35])=[CH:32][CH:31]=2)[CH2:26][CH2:25]1.Cl. The catalyst is C1(C)C=CC=CC=1.CO. The product is [CH3:19][NH:18][C:16]([C:15]1[CH:14]=[C:13]([CH2:12][CH2:11][C:8]2[CH:7]=[C:6]([NH:5][C:34](=[O:35])[C:33]3[CH:32]=[CH:31][C:30]([N:27]4[CH2:26][CH2:25][N:24]([CH3:23])[CH2:29][CH2:28]4)=[CH:39][CH:38]=3)[NH:10][N:9]=2)[CH:22]=[CH:21][CH:20]=1)=[O:17]. The yield is 0.326. (2) The reactants are C1C=C(Cl)C=C(C(OO)=[O:9])C=1.[CH2:12]([N:14]1[C:20]2[N:21]=[CH:22][C:23]([CH2:25][CH2:26][O:27][C:28]3[C:37]4[C:32](=[CH:33][CH:34]=[CH:35][CH:36]=4)[N:31]=[CH:30][CH:29]=3)=[CH:24][C:19]=2[C:18](=[O:38])[N:17]([CH3:39])[C:16]2[CH:40]=[CH:41][CH:42]=[N:43][C:15]1=2)[CH3:13]. The catalyst is C(Cl)Cl.C1COCC1. The product is [CH2:12]([N:14]1[C:20]2[N:21]=[CH:22][C:23]([CH2:25][CH2:26][O:27][C:28]3[C:37]4[C:32](=[CH:33][CH:34]=[CH:35][CH:36]=4)[N+:31]([O-:9])=[CH:30][CH:29]=3)=[CH:24][C:19]=2[C:18](=[O:38])[N:17]([CH3:39])[C:16]2[CH:40]=[CH:41][CH:42]=[N:43][C:15]1=2)[CH3:13]. The yield is 0.760. (3) The reactants are [OH:1][C:2]1[C:10]2[O:9][CH2:8][O:7][C:6]=2[CH:5]=[CH:4][C:3]=1[C:11](=[O:20])/[CH:12]=[CH:13]/[C:14]1[CH:19]=[CH:18][CH:17]=[CH:16][N:15]=1. The catalyst is [Pd].CO. The product is [OH:1][C:2]1[C:10]2[O:9][CH2:8][O:7][C:6]=2[CH:5]=[CH:4][C:3]=1[C:11](=[O:20])[CH2:12][CH2:13][C:14]1[CH:19]=[CH:18][CH:17]=[CH:16][N:15]=1. The yield is 0.570.